Dataset: Reaction yield outcomes from USPTO patents with 853,638 reactions. Task: Predict the reaction yield, written as a fraction of the theoretical maximum amount of product (1.0 means a 100% yield; for example, 0.34 means a 34% yield). (1) The reactants are Br[C:2]1[C:3]([F:28])=[C:4]([N:8]2[CH:13]=[C:12]([O:14][CH3:15])[C:11](=[O:16])[C:10]([C:17]3[N:21]([C:22]4[CH:27]=[CH:26][CH:25]=[CH:24][CH:23]=4)[N:20]=[CH:19][CH:18]=3)=[N:9]2)[CH:5]=[CH:6][CH:7]=1.CC1(C)C(C)(C)OB([C:37]2[CH2:38][CH2:39][O:40][CH2:41][CH:42]=2)O1.C([O-])([O-])=O.[Na+].[Na+]. The catalyst is COCCOC.O.C([O-])(O)=O.[Na+].C1C=CC([P]([Pd]([P](C2C=CC=CC=2)(C2C=CC=CC=2)C2C=CC=CC=2)([P](C2C=CC=CC=2)(C2C=CC=CC=2)C2C=CC=CC=2)[P](C2C=CC=CC=2)(C2C=CC=CC=2)C2C=CC=CC=2)(C2C=CC=CC=2)C2C=CC=CC=2)=CC=1. The product is [O:40]1[CH2:39][CH:38]=[C:37]([C:2]2[C:3]([F:28])=[C:4]([N:8]3[CH:13]=[C:12]([O:14][CH3:15])[C:11](=[O:16])[C:10]([C:17]4[N:21]([C:22]5[CH:27]=[CH:26][CH:25]=[CH:24][CH:23]=5)[N:20]=[CH:19][CH:18]=4)=[N:9]3)[CH:5]=[CH:6][CH:7]=2)[CH2:42][CH2:41]1. The yield is 0.850. (2) The yield is 0.950. The reactants are [C:1]([O:5][C:6]([N:8]1[CH2:13][CH2:12][N:11]([C:14]2[C:19]([CH:20]3[CH2:22][CH2:21]3)=[C:18]([N:23]=C(C3C=CC=CC=3)C3C=CC=CC=3)[N:17]=[CH:16][N:15]=2)[CH2:10][CH2:9]1)=[O:7])([CH3:4])([CH3:3])[CH3:2].Cl.NO.CC([O-])=O.[Na+]. The product is [C:1]([O:5][C:6]([N:8]1[CH2:13][CH2:12][N:11]([C:14]2[C:19]([CH:20]3[CH2:22][CH2:21]3)=[C:18]([NH2:23])[N:17]=[CH:16][N:15]=2)[CH2:10][CH2:9]1)=[O:7])([CH3:4])([CH3:2])[CH3:3]. The catalyst is CO. (3) The reactants are [C:1]1([CH2:7][O:8][C:9](=[O:17])[NH:10][CH2:11][C@H:12]2[CH2:16][CH2:15][NH:14][CH2:13]2)[CH:6]=[CH:5][CH:4]=[CH:3][CH:2]=1.[CH:18]([C:20]1[C:21]([F:32])=[CH:22][N:23]=[C:24]2[C:29]=1[N:28]=[C:27]([O:30][CH3:31])[CH:26]=[CH:25]2)=[CH2:19]. The catalyst is CN(C=O)C. The product is [C:1]1([CH2:7][O:8][C:9](=[O:17])[NH:10][CH2:11][C@@H:12]2[CH2:16][CH2:15][N:14]([CH2:19][CH2:18][C:20]3[C:29]4[C:24](=[CH:25][CH:26]=[C:27]([O:30][CH3:31])[N:28]=4)[N:23]=[CH:22][C:21]=3[F:32])[CH2:13]2)[CH:2]=[CH:3][CH:4]=[CH:5][CH:6]=1. The yield is 0.770. (4) The product is [ClH:36].[OH:1][C@@H:2]([CH2:3][N:31]1[CH2:35][CH2:34][CH2:33][CH2:32]1)[CH2:4][N:5]1[C:13]2[C:8](=[CH:9][C:10]([N:14]3[CH:19]=[CH:18][C:17]([C:20]4[CH:25]=[CH:24][C:23]([C:26]([F:27])([F:28])[F:29])=[CH:22][CH:21]=4)=[CH:16][C:15]3=[O:30])=[CH:11][CH:12]=2)[CH:7]=[N:6]1. The yield is 0.760. The catalyst is O1CCCC1.ClCCl. The reactants are [O:1]1[CH2:3][C@H:2]1[CH2:4][N:5]1[C:13]2[C:8](=[CH:9][C:10]([N:14]3[CH:19]=[CH:18][C:17]([C:20]4[CH:25]=[CH:24][C:23]([C:26]([F:29])([F:28])[F:27])=[CH:22][CH:21]=4)=[CH:16][C:15]3=[O:30])=[CH:11][CH:12]=2)[CH:7]=[N:6]1.[NH:31]1[CH2:35][CH2:34][CH2:33][CH2:32]1.[ClH:36]. (5) The reactants are [NH2:1][N:2]1[C:10]2[C:6]([N:7]3[N:13]([CH2:14][CH:15]4[CH2:17][CH2:16]4)[C:12](=[O:18])[N:11]([CH2:19][CH2:20][N:21]4[CH:25]=[C:24]([C:26]([O:28]CC)=[O:27])[CH:23]=[N:22]4)[CH:8]3[N:9]=2)=[C:5]([C:31]2[O:32][CH:33]=[CH:34][CH:35]=2)[N:4]=[CH:3]1.[OH-].[Li+]. The catalyst is O1CCCC1.CO. The product is [NH2:1][N:2]1[C:10]2[C:6]([N:7]3[N:13]([CH2:14][CH:15]4[CH2:17][CH2:16]4)[C:12](=[O:18])[N:11]([CH2:19][CH2:20][N:21]4[CH:25]=[C:24]([C:26]([OH:28])=[O:27])[CH:23]=[N:22]4)[CH:8]3[N:9]=2)=[C:5]([C:31]2[O:32][CH:33]=[CH:34][CH:35]=2)[N:4]=[CH:3]1. The yield is 0.490. (6) The reactants are [Cl:1][C:2]1[CH:19]=[C:18]([Cl:20])[CH:17]=[CH:16][C:3]=1[CH2:4][N:5]([CH3:15])[CH2:6][C:7]([C:9]1[CH:14]=[CH:13][CH:12]=[CH:11][CH:10]=1)=[O:8].[BH4-].[Na+]. The catalyst is CO. The product is [Cl:1][C:2]1[CH:19]=[C:18]([Cl:20])[CH:17]=[CH:16][C:3]=1[CH2:4][N:5]([CH3:15])[CH2:6][CH:7]([C:9]1[CH:14]=[CH:13][CH:12]=[CH:11][CH:10]=1)[OH:8]. The yield is 0.790.